This data is from Catalyst prediction with 721,799 reactions and 888 catalyst types from USPTO. The task is: Predict which catalyst facilitates the given reaction. (1) Reactant: [CH2:1]([C@H:8]1[N:13]([C:14]([C:16]2[N:17]=[CH:18][N:19]([C@@H:27]3[CH2:33][CH2:32][CH2:31][CH2:30][CH2:29][C@H:28]3[OH:34])[C:20]=2[C:21]2[CH:26]=[CH:25][CH:24]=[CH:23][CH:22]=2)=[O:15])[CH2:12][CH2:11][N:10]([C:35]([O:37][C:38]([CH3:41])([CH3:40])[CH3:39])=[O:36])[CH2:9]1)[C:2]1[CH:7]=[CH:6][CH:5]=[CH:4][CH:3]=1.[H-].[Na+].Br[CH2:45][CH2:46][CH2:47][O:48][CH3:49].C(=O)([O-])O.[Na+]. Product: [CH2:1]([C@H:8]1[N:13]([C:14]([C:16]2[N:17]=[CH:18][N:19]([C@@H:27]3[CH2:33][CH2:32][CH2:31][CH2:30][CH2:29][C@H:28]3[O:34][CH2:45][CH2:46][CH2:47][O:48][CH3:49])[C:20]=2[C:21]2[CH:26]=[CH:25][CH:24]=[CH:23][CH:22]=2)=[O:15])[CH2:12][CH2:11][N:10]([C:35]([O:37][C:38]([CH3:41])([CH3:40])[CH3:39])=[O:36])[CH2:9]1)[C:2]1[CH:3]=[CH:4][CH:5]=[CH:6][CH:7]=1. The catalyst class is: 1. (2) Reactant: Br[C:2]1[CH:7]=[CH:6][C:5]([N:8]([C:16]2[CH:21]=[CH:20][C:19](Br)=[CH:18][CH:17]=2)[C:9]2[CH:14]=[CH:13][C:12](Br)=[CH:11][CH:10]=2)=[CH:4][CH:3]=1.C([Sn](CCCC)(CCCC)[C:28]1[S:29][CH:30]=[CH:31][CH:32]=1)CCC. Product: [S:29]1[CH:30]=[CH:31][CH:32]=[C:28]1[C:2]1[CH:7]=[CH:6][C:5]([N:8]([C:16]2[CH:21]=[CH:20][C:19]([C:30]3[S:29][CH:28]=[CH:32][CH:31]=3)=[CH:18][CH:17]=2)[C:9]2[CH:14]=[CH:13][C:12]([C:28]3[S:29][CH:30]=[CH:31][CH:32]=3)=[CH:11][CH:10]=2)=[CH:4][CH:3]=1. The catalyst class is: 109.